This data is from Full USPTO retrosynthesis dataset with 1.9M reactions from patents (1976-2016). The task is: Predict the reactants needed to synthesize the given product. The reactants are: [Br:1][C:2]1[C:10]2[C:5](=[CH:6][CH:7]=[C:8]([C:11]([O:13][CH3:14])=[O:12])[CH:9]=2)[NH:4][N:3]=1.[H-].[Na+].Br[CH2:18][C:19]1[CH:24]=[CH:23][C:22]([C:25]2[C:26]([C:31]([O:33][C:34]([CH3:37])([CH3:36])[CH3:35])=[O:32])=[CH:27][CH:28]=[CH:29][CH:30]=2)=[CH:21][CH:20]=1. Given the product [Br:1][C:2]1[C:10]2[C:5](=[CH:6][CH:7]=[C:8]([C:11]([O:13][CH3:14])=[O:12])[CH:9]=2)[N:4]([CH2:18][C:19]2[CH:24]=[CH:23][C:22]([C:25]3[CH:30]=[CH:29][CH:28]=[CH:27][C:26]=3[C:31]([O:33][C:34]([CH3:37])([CH3:36])[CH3:35])=[O:32])=[CH:21][CH:20]=2)[N:3]=1, predict the reactants needed to synthesize it.